Dataset: Forward reaction prediction with 1.9M reactions from USPTO patents (1976-2016). Task: Predict the product of the given reaction. (1) Given the reactants C[Si](C)(C)N[Si](C)(C)C.C([Li])CCC.CCCCCC.[C:21](#[N:23])[CH3:22].[CH:24]([CH:27]1[C:38](=[O:39])[C:37]2[C:36]3[O:35][C:34]([CH3:40])=[N:33][C:32]=3[CH:31]=[CH:30][C:29]=2[CH2:28]1)([CH3:26])[CH3:25], predict the reaction product. The product is: [OH:39][C:38]1([CH2:22][C:21]#[N:23])[C:37]2[C:36]3[O:35][C:34]([CH3:40])=[N:33][C:32]=3[CH:31]=[CH:30][C:29]=2[CH2:28][CH:27]1[CH:24]([CH3:26])[CH3:25]. (2) Given the reactants I[C:2]1[CH:3]=[N:4][N:5]([CH3:7])[CH:6]=1.[Li]CCCC.[N:13](/[C:22]([O:24][C:25]([CH3:28])([CH3:27])[CH3:26])=[O:23])=[N:14]/[C:15]([O:17][C:18]([CH3:21])([CH3:20])[CH3:19])=[O:16], predict the reaction product. The product is: [CH3:7][N:5]1[CH:6]=[C:2]([N:13]([C:22]([O:24][C:25]([CH3:28])([CH3:27])[CH3:26])=[O:23])[NH:14][C:15]([O:17][C:18]([CH3:19])([CH3:20])[CH3:21])=[O:16])[CH:3]=[N:4]1. (3) Given the reactants C[O:2][C:3]1(OC)[CH2:9][CH2:8][CH2:7][CH2:6][CH:5]([C:10](=[O:16])[C:11]([O:13][CH2:14][CH3:15])=[O:12])[C:4]1=O.Cl.[NH2:21]O, predict the reaction product. The product is: [O:2]=[C:3]1[C:4]2=[N:21][O:16][C:10]([C:11]([O:13][CH2:14][CH3:15])=[O:12])=[C:5]2[CH2:6][CH2:7][CH2:8][CH2:9]1. (4) Given the reactants Br[C:2]1[CH:3]=[C:4]([C:8]2([C:18]3[CH:23]=[C:22]([CH3:24])[C:21]([O:25][CH:26]([F:28])[F:27])=[C:20]([CH3:29])[CH:19]=3)[C:16]3[C:11](=[N:12][CH:13]=[CH:14][CH:15]=3)[C:10]([NH2:17])=[N:9]2)[CH:5]=[CH:6][CH:7]=1.[N:30]1[CH:35]=[C:34](B(O)O)[CH:33]=[N:32][CH:31]=1.C(=O)([O-])[O-].[K+].[K+].CN(C=O)C, predict the reaction product. The product is: [F:28][CH:26]([F:27])[O:25][C:21]1[C:22]([CH3:24])=[CH:23][C:18]([C:8]2([C:4]3[CH:5]=[CH:6][CH:7]=[C:2]([C:34]4[CH:35]=[N:30][CH:31]=[N:32][CH:33]=4)[CH:3]=3)[C:16]3[C:11](=[N:12][CH:13]=[CH:14][CH:15]=3)[C:10]([NH2:17])=[N:9]2)=[CH:19][C:20]=1[CH3:29].